From a dataset of Catalyst prediction with 721,799 reactions and 888 catalyst types from USPTO. Predict which catalyst facilitates the given reaction. (1) Reactant: [CH3:1][N:2]1[C:10]2[CH2:9][C@H:8]([CH3:11])[NH:7][CH2:6][C:5]=2[C:4]([C:12]2[S:13][CH:14]=[CH:15][CH:16]=2)=[N:3]1.[Cl:17][C:18]1[CH:19]=[C:20]([NH:24][C:25](=O)[O:26]C2C=CC=CC=2)[CH:21]=[CH:22][CH:23]=1.O. Product: [Cl:17][C:18]1[CH:19]=[C:20]([NH:24][C:25]([N:7]2[C@@H:8]([CH3:11])[CH2:9][C:10]3[N:2]([CH3:1])[N:3]=[C:4]([C:12]4[S:13][CH:14]=[CH:15][CH:16]=4)[C:5]=3[CH2:6]2)=[O:26])[CH:21]=[CH:22][CH:23]=1. The catalyst class is: 2. (2) Reactant: [CH3:1][O:2][C:3]([C:5]1[CH:31]=[CH:30][C:8]2[N:9]=[C:10]([NH:12][CH:13]3[CH2:18][CH2:17][N:16](CC4C=CC(O)=C(OCC)C=4)[CH2:15][CH2:14]3)[O:11][C:7]=2[CH:6]=1)=[O:4].[NH2:32][C:33]1[C:40]([O:41][CH2:42][CH3:43])=[CH:39][C:36]([CH:37]=O)=[CH:35][C:34]=1[O:44][CH2:45][CH3:46].C([BH3-])#N.[Na+].C(N(C(C)C)C(C)C)C. Product: [CH3:1][O:2][C:3]([C:5]1[CH:31]=[CH:30][C:8]2[N:9]=[C:10]([NH:12][CH:13]3[CH2:18][CH2:17][N:16]([CH2:37][C:36]4[CH:39]=[C:40]([O:41][CH2:42][CH3:43])[C:33]([NH2:32])=[C:34]([O:44][CH2:45][CH3:46])[CH:35]=4)[CH2:15][CH2:14]3)[O:11][C:7]=2[CH:6]=1)=[O:4]. The catalyst class is: 212. (3) Reactant: [F:1][C:2]1[CH:3]=[C:4]([C:11]2[S:15][C:14]([NH:16][C:17](=[O:23])[O:18][C:19]([CH3:22])([CH3:21])[CH3:20])=[N:13][N:12]=2)[CH:5]=[CH:6][C:7]=1[N+:8]([O-:10])=[O:9].C(=O)([O-])[O-].[Cs+].[Cs+].[F:30][C:31]([F:54])([F:53])[C:32]1[CH:52]=[CH:51][C:35]([CH2:36][C@H:37]2[CH2:41]OS(=O)(=O)[N:38]2[C:44]([O:46][C:47]([CH3:50])([CH3:49])[CH3:48])=[O:45])=[CH:34][CH:33]=1.Cl. Product: [F:1][C:2]1[CH:3]=[C:4]([C:11]2[S:15][C:14]([N:16]([C:17]([O:18][C:19]([CH3:20])([CH3:22])[CH3:21])=[O:23])[CH2:41][C@@H:37]([NH:38][C:44](=[O:45])[O:46][C:47]([CH3:50])([CH3:49])[CH3:48])[CH2:36][C:35]3[CH:51]=[CH:52][C:32]([C:31]([F:54])([F:53])[F:30])=[CH:33][CH:34]=3)=[N:13][N:12]=2)[CH:5]=[CH:6][C:7]=1[N+:8]([O-:10])=[O:9]. The catalyst class is: 49. (4) Reactant: [CH3:1][O:2][C:3]1[CH:4]=[CH:5][C:6]2[O:10][C:9]([CH:11]([NH:18][C:19]3[CH:28]=[CH:27][C:22]([C:23]([O:25]C)=[O:24])=[CH:21][CH:20]=3)[C:12]3[CH:17]=[CH:16][CH:15]=[CH:14][CH:13]=3)=[C:8]([CH3:29])[C:7]=2[CH:30]=1.O1CCCC1.[OH-].[Na+]. Product: [CH3:1][O:2][C:3]1[CH:4]=[CH:5][C:6]2[O:10][C:9]([CH:11]([NH:18][C:19]3[CH:20]=[CH:21][C:22]([C:23]([OH:25])=[O:24])=[CH:27][CH:28]=3)[C:12]3[CH:13]=[CH:14][CH:15]=[CH:16][CH:17]=3)=[C:8]([CH3:29])[C:7]=2[CH:30]=1. The catalyst class is: 8. (5) Reactant: C[O:2][C:3](=[O:23])[CH:4]([N:11]1[C:19]2[C:14](=[CH:15][C:16]([Cl:20])=[CH:17][CH:18]=2)[C:13](=[O:21])[C:12]1=[O:22])[CH2:5][CH:6]1[CH2:10][CH2:9][CH2:8][CH2:7]1.O.[OH-].[Li+]. Product: [Cl:20][C:16]1[CH:15]=[C:14]2[C:19](=[CH:18][CH:17]=1)[N:11]([CH:4]([CH2:5][CH:6]1[CH2:7][CH2:8][CH2:9][CH2:10]1)[C:3]([OH:23])=[O:2])[C:12](=[O:22])[C:13]2=[O:21]. The catalyst class is: 30. (6) Reactant: [CH:1]1[CH:6]=[CH:5][C:4]([O:7][C:8](Cl)=[S:9])=[CH:3][CH:2]=1.C([O-])(O)=O.[Na+].Cl.[NH2:17]C1C(C)=CSC=1Cl. Product: [C:4]1([O:7][C:8](=[S:9])[NH2:17])[CH:5]=[CH:6][CH:1]=[CH:2][CH:3]=1. The catalyst class is: 37. (7) Reactant: Cl[C:2]1[CH:7]=[C:6]([C:8]2[CH2:13][CH2:12][CH2:11][CH:10]([CH3:14])[CH:9]=2)[CH:5]=[CH:4][N:3]=1.[NH2:15][C:16]1[N:21]=[C:20]([C:22]2[S:26][C:25]([C:27]3([OH:41])[CH2:36][CH2:35][CH2:34][C:33]4[CH:32]=[C:31]([C:37]([O:39][CH3:40])=[O:38])[CH:30]=[CH:29][C:28]3=4)=[N:24][CH:23]=2)[CH:19]=[C:18]([CH3:42])[CH:17]=1.CC1(C)C2C(=C(P(C3C=CC=CC=3)C3C=CC=CC=3)C=CC=2)OC2C(P(C3C=CC=CC=3)C3C=CC=CC=3)=CC=CC1=2.C(=O)([O-])[O-].[Cs+].[Cs+]. Product: [OH:41][C@:27]1([C:25]2[S:26][C:22]([C:20]3[CH:19]=[C:18]([CH3:42])[CH:17]=[C:16]([NH:15][C:2]4[CH:7]=[C:6]([C:8]5[CH2:13][CH2:12][CH2:11][CH:10]([CH3:14])[CH:9]=5)[CH:5]=[CH:4][N:3]=4)[N:21]=3)=[CH:23][N:24]=2)[CH2:36][CH2:35][CH2:34][C:33]2[CH:32]=[C:31]([C:37]([O:39][CH3:40])=[O:38])[CH:30]=[CH:29][C:28]1=2. The catalyst class is: 102.